Dataset: Forward reaction prediction with 1.9M reactions from USPTO patents (1976-2016). Task: Predict the product of the given reaction. (1) The product is: [Br:1][C:2]1[CH:3]=[N:4][C:5]([C:15]2[CH:14]=[CH:13][C:12]([O:11][C:10]([F:9])([F:21])[F:22])=[CH:17][CH:16]=2)=[N:6][CH:7]=1. Given the reactants [Br:1][C:2]1[CH:3]=[N:4][C:5](I)=[N:6][CH:7]=1.[F:9][C:10]([F:22])([F:21])[O:11][C:12]1[CH:17]=[CH:16][C:15](B(O)O)=[CH:14][CH:13]=1.C(=O)([O-])[O-].[Na+].[Na+].O, predict the reaction product. (2) Given the reactants C([O:3][C:4]([C:6]1([C:9]2[CH:14]=[CH:13][C:12]([C:15]3[CH:20]=[CH:19][C:18]([C:21]4[S:22][C:23]([Cl:40])=[CH:24][C:25]=4[NH:26][C:27]([O:29][C@@H:30]([C:32]4[CH:37]=[CH:36][C:35]([F:38])=[CH:34][C:33]=4[F:39])[CH3:31])=[O:28])=[CH:17][CH:16]=3)=[CH:11][CH:10]=2)[CH2:8][CH2:7]1)=[O:5])C.[OH-].[Na+].C(OCC)(=O)C, predict the reaction product. The product is: [Cl:40][C:23]1[S:22][C:21]([C:18]2[CH:19]=[CH:20][C:15]([C:12]3[CH:13]=[CH:14][C:9]([C:6]4([C:4]([OH:5])=[O:3])[CH2:8][CH2:7]4)=[CH:10][CH:11]=3)=[CH:16][CH:17]=2)=[C:25]([NH:26][C:27]([O:29][C@@H:30]([C:32]2[CH:37]=[CH:36][C:35]([F:38])=[CH:34][C:33]=2[F:39])[CH3:31])=[O:28])[CH:24]=1.